This data is from Forward reaction prediction with 1.9M reactions from USPTO patents (1976-2016). The task is: Predict the product of the given reaction. (1) Given the reactants [NH2:1][C:2]1[N:6]([C:7]([NH:9][C:10]2[CH:15]=[CH:14][CH:13]=[CH:12][C:11]=2Cl)=[O:8])[N:5]=[C:4]([NH:17][C:18]2[CH:19]=[N:20][CH:21]=[CH:22][CH:23]=2)[N:3]=1.N[C:25]1N(C(NC2C=CC=C(Cl)C=2)=O)N=C(NC2C=NC=CC=2)N=1.NC1N=C(NC2C=NC=CC=2)N(C(NC2C=CC=CC=2Cl)=O)N=1.NC1N(C(NC2C=CC(C)=CC=2)=O)N=C(NC2C=NC=CC=2)N=1, predict the reaction product. The product is: [NH2:1][C:2]1[N:6]([C:7]([NH:9][CH2:10][C:15]2[CH:14]=[CH:13][CH:12]=[CH:11][CH:25]=2)=[O:8])[N:5]=[C:4]([NH:17][C:18]2[CH:19]=[N:20][CH:21]=[CH:22][CH:23]=2)[N:3]=1. (2) Given the reactants Cl.CN(C)CCCN=C=NCC.[F:13][C:14]1[C:19]([C:20]2[C:21](=[O:33])[N:22]([C:27]([CH3:32])([CH3:31])[C:28]([OH:30])=O)[CH2:23][O:24][C:25]=2[CH3:26])=[CH:18][CH:17]=[CH:16][N:15]=1.[F:34][C:35]([F:44])([F:43])[C:36]1[CH:41]=[CH:40][N:39]=[C:38]([NH2:42])[CH:37]=1.N1C2C(=NC=CC=2)N(O)N=1, predict the reaction product. The product is: [F:13][C:14]1[C:19]([C:20]2[C:21](=[O:33])[N:22]([C:27]([CH3:32])([CH3:31])[C:28]([NH:42][C:38]3[CH:37]=[C:36]([C:35]([F:43])([F:34])[F:44])[CH:41]=[CH:40][N:39]=3)=[O:30])[CH2:23][O:24][C:25]=2[CH3:26])=[CH:18][CH:17]=[CH:16][N:15]=1.